From a dataset of Forward reaction prediction with 1.9M reactions from USPTO patents (1976-2016). Predict the product of the given reaction. (1) Given the reactants Cl[C:2]1[N:11]=[C:10]([N:12]2[CH2:17][CH2:16][O:15][CH2:14][CH2:13]2)[C:9]2[C:4](=[C:5]3[CH:20]=[CH:19][N:18]([CH2:21][CH2:22][N:23]([CH3:25])[CH3:24])[C:6]3=[CH:7][CH:8]=2)[N:3]=1.[OH:26][CH2:27][C:28]1[CH:29]=[C:30](B(O)O)[CH:31]=[CH:32][CH:33]=1.C([O-])([O-])=O.[Na+].[Na+], predict the reaction product. The product is: [CH3:24][N:23]([CH3:25])[CH2:22][CH2:21][N:18]1[C:6]2=[CH:7][CH:8]=[C:9]3[C:4]([N:3]=[C:2]([C:32]4[CH:33]=[C:28]([CH2:27][OH:26])[CH:29]=[CH:30][CH:31]=4)[N:11]=[C:10]3[N:12]3[CH2:17][CH2:16][O:15][CH2:14][CH2:13]3)=[C:5]2[CH:20]=[CH:19]1. (2) The product is: [ClH:1].[N+:29]([C:21]1[CH:22]=[CH:23][C:24]([C:26]([NH2:27])=[O:28])=[CH:25][C:20]=1[O:19][CH:16]1[CH2:17][CH2:18][NH:14][CH2:15]1)([O-:31])=[O:30]. Given the reactants [ClH:1].C(OCC)C.C(OC([N:14]1[CH2:18][CH2:17][CH:16]([O:19][C:20]2[CH:25]=[C:24]([C:26](=[O:28])[NH2:27])[CH:23]=[CH:22][C:21]=2[N+:29]([O-:31])=[O:30])[CH2:15]1)=O)(C)(C)C, predict the reaction product.